From a dataset of Catalyst prediction with 721,799 reactions and 888 catalyst types from USPTO. Predict which catalyst facilitates the given reaction. (1) Reactant: [OH:1][C@H:2]1[C@H:7](/[N:8]=C/C2C=CC(OC)=CC=2)[CH2:6][CH2:5][N:4]([C:18]([O:20][CH3:21])=[O:19])[CH2:3]1.O.C(O)(C(F)(F)F)=O. Product: [NH2:8][C@@H:7]1[CH2:6][CH2:5][N:4]([C:18]([O:20][CH3:21])=[O:19])[CH2:3][C@H:2]1[OH:1]. The catalyst class is: 5. (2) Reactant: [Cl:1][C:2]1[CH:38]=[CH:37][C:5]2[O:6][C:7]3([C:32]4[N:33]([CH:34]=[CH:35][CH:36]=4)[C:4]=2[CH:3]=1)[CH2:12][CH2:11][N:10]([C:13]([C:15]1[CH:20]=[CH:19][C:18]([O:21][CH2:22][C@@H:23]2[CH2:27][O:26]C(C)(C)[O:24]2)=[C:17]([O:30][CH3:31])[CH:16]=1)=[O:14])[CH2:9][CH2:8]3.O.CC1C=CC(S(O)(=O)=O)=CC=1.O. Product: [Cl:1][C:2]1[CH:38]=[CH:37][C:5]2[O:6][C:7]3([C:32]4[N:33]([CH:34]=[CH:35][CH:36]=4)[C:4]=2[CH:3]=1)[CH2:12][CH2:11][N:10]([C:13]([C:15]1[CH:20]=[CH:19][C:18]([O:21][CH2:22][C@@H:23]([OH:24])[CH2:27][OH:26])=[C:17]([O:30][CH3:31])[CH:16]=1)=[O:14])[CH2:9][CH2:8]3. The catalyst class is: 5. (3) Reactant: Br[C:2]1[CH:3]=[N:4][C:5]([N:8]2[CH2:13][CH2:12][CH:11]([O:14][CH:15]3[CH2:20][CH2:19][CH2:18][CH2:17][CH2:16]3)[CH2:10][CH2:9]2)=[N:6][CH:7]=1.[B:21](OC(C)C)([O:26]C(C)C)[O:22]C(C)C.CO.Cl. Product: [CH:15]1([O:14][CH:11]2[CH2:12][CH2:13][N:8]([C:5]3[N:4]=[CH:3][C:2]([B:21]([OH:26])[OH:22])=[CH:7][N:6]=3)[CH2:9][CH2:10]2)[CH2:20][CH2:19][CH2:18][CH2:17][CH2:16]1. The catalyst class is: 375. (4) Reactant: C([O-])C.[Na+].[O:5]=[C:6]([C:17]1[CH:22]=[CH:21][C:20]([CH3:23])=[CH:19][CH:18]=1)[CH2:7][N:8]1[CH2:13][CH2:12][CH2:11][CH2:10][C:9]1=[N:14][C:15]#[N:16]. Product: [NH2:16][C:15]1[N:14]=[C:9]2[CH2:10][CH2:11][CH2:12][CH2:13][N:8]2[C:7]=1[C:6]([C:17]1[CH:18]=[CH:19][C:20]([CH3:23])=[CH:21][CH:22]=1)=[O:5]. The catalyst class is: 8. (5) Product: [NH2:15][C:12]1[CH:11]=[CH:10][C:9]([C:7]([C:6]2[N:2]([CH3:1])[CH:3]=[N:4][CH:5]=2)=[O:8])=[CH:14][CH:13]=1. Reactant: [CH3:1][N:2]1[C:6]([C:7]([C:9]2[CH:14]=[CH:13][C:12]([N+:15]([O-])=O)=[CH:11][CH:10]=2)=[O:8])=[CH:5][N:4]=[CH:3]1.O.O.[Sn](Cl)Cl. The catalyst class is: 14. (6) Product: [CH2:1]([O:8][C:9]1[CH:10]=[C:11]([C:15]2[CH:16]=[CH:17][C:18]([CH2:19][OH:20])=[CH:23][CH:24]=2)[CH:12]=[CH:13][CH:14]=1)[C:2]1[CH:3]=[CH:4][CH:5]=[CH:6][CH:7]=1. The catalyst class is: 7. Reactant: [CH2:1]([O:8][C:9]1[CH:10]=[C:11]([C:15]2[CH:24]=[CH:23][C:18]([C:19](OC)=[O:20])=[CH:17][CH:16]=2)[CH:12]=[CH:13][CH:14]=1)[C:2]1[CH:7]=[CH:6][CH:5]=[CH:4][CH:3]=1.[H-].[Al+3].[Li+].[H-].[H-].[H-].C(OCC)(=O)C.Cl.